Dataset: Catalyst prediction with 721,799 reactions and 888 catalyst types from USPTO. Task: Predict which catalyst facilitates the given reaction. (1) Reactant: CO/[CH:3]=[C:4](\[C:11]([O:13][CH3:14])=[O:12])/[CH:5]=[CH:6]/[C:7]([O:9]C)=O.[CH:15]1([NH2:21])[CH2:20][CH2:19][CH2:18][CH2:17][CH2:16]1.O. Product: [CH:15]1([N:21]2[C:7](=[O:9])[CH:6]=[CH:5][C:4]([C:11]([O:13][CH3:14])=[O:12])=[CH:3]2)[CH2:20][CH2:19][CH2:18][CH2:17][CH2:16]1. The catalyst class is: 3. (2) Reactant: C[O:2][C:3]([C:5]1[O:6][C:7]([CH2:10][CH:11]([C:13]([O:15][C:16]([CH3:19])([CH3:18])[CH3:17])=[O:14])[CH3:12])=[CH:8][CH:9]=1)=[O:4].[OH-].[Na+].Cl. Product: [C:16]([O:15][C:13]([CH:11]([CH3:12])[CH2:10][C:7]1[O:6][C:5]([C:3]([OH:4])=[O:2])=[CH:9][CH:8]=1)=[O:14])([CH3:19])([CH3:17])[CH3:18]. The catalyst class is: 83. (3) Reactant: [C:1]([O:5][C:6]([N:8]1[CH2:14][CH2:13][CH2:12][N:11]([C:15]2[N:23](CC3C=CC=CC=3)[C:22]3[C:21](=[O:31])[N:20]([CH3:32])[C:19](=[O:33])[N:18]([CH3:34])[C:17]=3[C:16]=2[C:35](=[O:39])[N:36]([CH3:38])[CH3:37])[CH2:10][CH2:9]1)=[O:7])([CH3:4])([CH3:3])[CH3:2].C([O-])=O.[NH4+]. Product: [C:1]([O:5][C:6]([N:8]1[CH2:14][CH2:13][CH2:12][N:11]([C:15]2[NH:23][C:22]3[C:21](=[O:31])[N:20]([CH3:32])[C:19](=[O:33])[N:18]([CH3:34])[C:17]=3[C:16]=2[C:35](=[O:39])[N:36]([CH3:37])[CH3:38])[CH2:10][CH2:9]1)=[O:7])([CH3:4])([CH3:3])[CH3:2]. The catalyst class is: 45. (4) Product: [Cl:13][C:9]1[N:8]=[C:7]([I:15])[N:6]=[C:5]2[C:10]=1[N:11]=[CH:12][NH:4]2. The catalyst class is: 1. Reactant: C([N:4]1[CH:12]=[N:11][C:10]2[C:5]1=[N:6][C:7](N)=[N:8][C:9]=2[Cl:13])(=O)C.[I:15]I.N(OCCC(C)C)=O.S([O-])([O-])(=O)=S.[Na+].[Na+]. (5) Reactant: [F:1][C:2]([F:13])([F:12])[C:3]1[C:11]2[CH2:10][CH2:9][CH2:8][CH2:7][C:6]=2[NH:5][N:4]=1.I[C:15]1[CH:23]=[CH:22][C:18]([C:19]([OH:21])=[O:20])=[CH:17][CH:16]=1.CN(C)CC(O)=O.C(=O)([O-])[O-].[K+].[K+]. Product: [F:13][C:2]([F:1])([F:12])[C:3]1[C:11]2[CH2:10][CH2:9][CH2:8][CH2:7][C:6]=2[N:5]([C:15]2[CH:23]=[CH:22][C:18]([C:19]([OH:21])=[O:20])=[CH:17][CH:16]=2)[N:4]=1. The catalyst class is: 156. (6) Reactant: [CH3:1][O:2][C:3]([C:5]1[NH:6][CH:7]=[C:8]([CH:10]=[O:11])[CH:9]=1)=[O:4].[O-:12][Mn](=O)(=O)=O.[K+].OS([O-])=O.[Na+]. Product: [CH3:1][O:2][C:3]([C:5]1[NH:6][CH:7]=[C:8]([C:10]([OH:12])=[O:11])[CH:9]=1)=[O:4]. The catalyst class is: 95. (7) Reactant: [F:1][C:2]1[CH:7]=[C:6]([F:8])[CH:5]=[CH:4][C:3]=1[C:9]1([CH2:13][N:14]2[CH:18]=[N:17][CH:16]=[N:15]2)[CH:11]([CH3:12])[O:10]1.[NH:19]1[CH2:24][CH2:23][CH:22]([C:25]2[CH:30]=[CH:29][CH:28]=[CH:27][N:26]=2)[CH2:21][CH2:20]1.O.O.O.Cl([O-])(=O)(=O)=O.[Li+]. Product: [F:1][C:2]1[CH:7]=[C:6]([F:8])[CH:5]=[CH:4][C:3]=1[C@:9]([OH:10])([C@H:11]([N:19]1[CH2:24][CH2:23][CH:22]([C:25]2[CH:30]=[CH:29][CH:28]=[CH:27][N:26]=2)[CH2:21][CH2:20]1)[CH3:12])[CH2:13][N:14]1[CH:18]=[N:17][CH:16]=[N:15]1. The catalyst class is: 10. (8) Reactant: [CH2:1]([N:8]1[C:16]2[C:11](=[CH:12][C:13]([C:17]3[CH:22]=[CH:21][C:20]([OH:23])=[CH:19][CH:18]=3)=[CH:14][CH:15]=2)[C:10]([CH2:24][CH2:25][CH2:26][CH2:27][CH3:28])=[C:9]1[C:29]1[CH:34]=[CH:33][CH:32]=[CH:31][CH:30]=1)[C:2]1[CH:7]=[CH:6][CH:5]=[CH:4][CH:3]=1.C([O-])([O-])=O.[K+].[K+].Br[CH2:42][C:43]([O:45][CH3:46])=[O:44]. Product: [CH3:46][O:45][C:43](=[O:44])[CH2:42][O:23][C:20]1[CH:21]=[CH:22][C:17]([C:13]2[CH:12]=[C:11]3[C:16](=[CH:15][CH:14]=2)[N:8]([CH2:1][C:2]2[CH:3]=[CH:4][CH:5]=[CH:6][CH:7]=2)[C:9]([C:29]2[CH:30]=[CH:31][CH:32]=[CH:33][CH:34]=2)=[C:10]3[CH2:24][CH2:25][CH2:26][CH2:27][CH3:28])=[CH:18][CH:19]=1. The catalyst class is: 21.